Dataset: Reaction yield outcomes from USPTO patents with 853,638 reactions. Task: Predict the reaction yield, written as a fraction of the theoretical maximum amount of product (1.0 means a 100% yield; for example, 0.34 means a 34% yield). (1) The reactants are [NH2:1][CH2:2][C:3]1[N:4]=[C:5]([NH:8][C:9]([NH:11][C:12]2[CH:17]=[CH:16][C:15]([CH3:18])=[CH:14][C:13]=2[C:19]([CH:21]2[CH2:25][CH2:24][CH2:23][CH2:22]2)=[O:20])=[O:10])[S:6][CH:7]=1.[CH3:26][S:27]([CH2:30][C:31](O)=[O:32])(=[O:29])=[O:28]. No catalyst specified. The product is [CH:21]1([C:19]([C:13]2[CH:14]=[C:15]([CH3:18])[CH:16]=[CH:17][C:12]=2[NH:11][C:9](=[O:10])[NH:8][C:5]2[S:6][CH:7]=[C:3]([CH2:2][NH:1][C:31](=[O:32])[CH2:30][S:27]([CH3:26])(=[O:29])=[O:28])[N:4]=2)=[O:20])[CH2:25][CH2:24][CH2:23][CH2:22]1. The yield is 0.840. (2) The reactants are [CH:1]([N:4]1[C:8]([C:9]2[N:18]=[C:17]3[N:11]([CH2:12][CH2:13][O:14][C:15]4[CH:22]=[C:21](O)[N:20]=[CH:19][C:16]=43)[CH:10]=2)=[N:7][C:6](C)=[N:5]1)([CH3:3])[CH3:2].[CH3:25][O:26][C@H:27]1[CH2:31][NH:30][C@H:29]([C:32]([NH2:34])=[O:33])[CH2:28]1. The catalyst is O. The product is [CH:1]([N:4]1[C:8]([C:9]2[N:18]=[C:17]3[C:16]4[CH:19]=[N:20][C:21]([N:30]5[CH2:31][C@H:27]([O:26][CH3:25])[CH2:28][C@H:29]5[C:32]([NH2:34])=[O:33])=[CH:22][C:15]=4[O:14][CH2:13][CH2:12][N:11]3[CH:10]=2)=[N:7][CH:6]=[N:5]1)([CH3:3])[CH3:2]. The yield is 0.320.